From a dataset of Full USPTO retrosynthesis dataset with 1.9M reactions from patents (1976-2016). Predict the reactants needed to synthesize the given product. (1) Given the product [N+:8]([C:5]1[CH:4]=[N:3][C:2]([S:1][CH3:12])=[CH:7][CH:6]=1)([O-:10])=[O:9], predict the reactants needed to synthesize it. The reactants are: [SH:1][C:2]1[CH:7]=[CH:6][C:5]([N+:8]([O-:10])=[O:9])=[CH:4][N:3]=1.O.[C:12](=O)([O-])[O-].[Na+].[Na+].CI. (2) Given the product [CH3:1][N:2]1[CH:6]=[CH:5][CH:4]=[C:3]1[CH2:7][NH:8][C:10]([NH:9][CH2:12][CH2:13][C:14]1[CH:19]=[CH:18][CH:17]=[CH:16][CH:15]=1)=[S:11], predict the reactants needed to synthesize it. The reactants are: [CH3:1][N:2]1[CH:6]=[CH:5][CH:4]=[C:3]1[CH2:7][NH2:8].[N:9]([CH2:12][CH2:13][C:14]1[CH:19]=[CH:18][CH:17]=[CH:16][CH:15]=1)=[C:10]=[S:11]. (3) Given the product [CH2:1]([O:8][C:9]([N:11]1[CH2:15][CH2:14][CH:13]([CH2:16][NH:17][C:19]2[N:24]=[CH:23][CH:22]=[CH:21][N:20]=2)[CH2:12]1)=[O:10])[C:2]1[CH:7]=[CH:6][CH:5]=[CH:4][CH:3]=1, predict the reactants needed to synthesize it. The reactants are: [CH2:1]([O:8][C:9]([N:11]1[CH2:15][CH2:14][CH:13]([CH2:16][NH2:17])[CH2:12]1)=[O:10])[C:2]1[CH:7]=[CH:6][CH:5]=[CH:4][CH:3]=1.Br[C:19]1[N:24]=[CH:23][CH:22]=[CH:21][N:20]=1.C(N(CC)C(C)C)(C)C. (4) Given the product [NH2:11][CH2:10][CH:8]([OH:9])[CH2:7][C:1]1[CH:6]=[CH:5][CH:4]=[CH:3][CH:2]=1, predict the reactants needed to synthesize it. The reactants are: [C:1]1([CH2:7][CH:8]2[CH2:10][O:9]2)[CH:6]=[CH:5][CH:4]=[CH:3][CH:2]=1.[NH4+:11].[OH-]. (5) Given the product [CH2:4]([NH:5][C:6]([C:8]1[NH:9][CH:10]=[C:11]([C:13]([C:15]2[C:16]([C:21]3[CH:26]=[CH:25][C:24]([F:27])=[C:23]([F:28])[CH:22]=3)=[N:17][O:18][C:19]=2[CH3:20])=[O:14])[CH:12]=1)=[O:7])[C:1]#[CH:3], predict the reactants needed to synthesize it. The reactants are: [CH:1]1([CH2:4][NH:5][C:6]([C:8]2[NH:9][CH:10]=[C:11]([C:13]([C:15]3[C:16]([C:21]4[CH:26]=[CH:25][C:24]([F:27])=[CH:23][CH:22]=4)=[N:17][O:18][C:19]=3[CH3:20])=[O:14])[CH:12]=2)=[O:7])[CH2:3]C1.[F:28]C1C=C(C2C(C(C3C=C(C(=O)C(Cl)(Cl)Cl)NC=3)=O)=C(C)ON=2)C=CC=1F.C(N)C#C.